Dataset: NCI-60 drug combinations with 297,098 pairs across 59 cell lines. Task: Regression. Given two drug SMILES strings and cell line genomic features, predict the synergy score measuring deviation from expected non-interaction effect. (1) Cell line: ACHN. Drug 2: CCC1(CC2CC(C3=C(CCN(C2)C1)C4=CC=CC=C4N3)(C5=C(C=C6C(=C5)C78CCN9C7C(C=CC9)(C(C(C8N6C)(C(=O)OC)O)OC(=O)C)CC)OC)C(=O)OC)O.OS(=O)(=O)O. Synergy scores: CSS=5.06, Synergy_ZIP=3.02, Synergy_Bliss=8.69, Synergy_Loewe=5.29, Synergy_HSA=4.89. Drug 1: C1=NC2=C(N=C(N=C2N1C3C(C(C(O3)CO)O)O)F)N. (2) Drug 1: COC1=NC(=NC2=C1N=CN2C3C(C(C(O3)CO)O)O)N. Drug 2: CC1=C(N=C(N=C1N)C(CC(=O)N)NCC(C(=O)N)N)C(=O)NC(C(C2=CN=CN2)OC3C(C(C(C(O3)CO)O)O)OC4C(C(C(C(O4)CO)O)OC(=O)N)O)C(=O)NC(C)C(C(C)C(=O)NC(C(C)O)C(=O)NCCC5=NC(=CS5)C6=NC(=CS6)C(=O)NCCC[S+](C)C)O. Cell line: UACC62. Synergy scores: CSS=21.5, Synergy_ZIP=-8.33, Synergy_Bliss=-2.96, Synergy_Loewe=-2.06, Synergy_HSA=0.0243. (3) Drug 1: C1CC(=O)NC(=O)C1N2CC3=C(C2=O)C=CC=C3N. Drug 2: C1C(C(OC1N2C=NC(=NC2=O)N)CO)O. Cell line: SK-OV-3. Synergy scores: CSS=1.37, Synergy_ZIP=0.399, Synergy_Bliss=0.409, Synergy_Loewe=-0.693, Synergy_HSA=-0.617. (4) Drug 1: CC(C1=C(C=CC(=C1Cl)F)Cl)OC2=C(N=CC(=C2)C3=CN(N=C3)C4CCNCC4)N. Drug 2: C1=CC(=CC=C1C#N)C(C2=CC=C(C=C2)C#N)N3C=NC=N3. Cell line: HCT116. Synergy scores: CSS=24.4, Synergy_ZIP=0.838, Synergy_Bliss=3.95, Synergy_Loewe=-5.02, Synergy_HSA=2.86.